The task is: Predict the product of the given reaction.. This data is from Forward reaction prediction with 1.9M reactions from USPTO patents (1976-2016). Given the reactants [CH3:1][C:2]([CH3:4])=O.[BH-](OC(C)=O)(OC(C)=O)OC(C)=O.[Na+].[N:19]1([C:25]2[CH:26]=[C:27]([OH:31])[CH:28]=[CH:29][CH:30]=2)[CH2:24][CH2:23][NH:22][CH2:21][CH2:20]1.C(=O)(O)[O-].[Na+], predict the reaction product. The product is: [CH:2]([N:22]1[CH2:21][CH2:20][N:19]([C:25]2[CH:26]=[C:27]([OH:31])[CH:28]=[CH:29][CH:30]=2)[CH2:24][CH2:23]1)([CH3:4])[CH3:1].